Dataset: Catalyst prediction with 721,799 reactions and 888 catalyst types from USPTO. Task: Predict which catalyst facilitates the given reaction. Reactant: [OH:1][CH2:2][CH:3]1[CH2:5][O:4]1.[H-].[Na+].[CH2:8](Br)[C:9]1[CH:14]=[CH:13][CH:12]=[CH:11][CH:10]=1. Product: [C:9]1([CH2:8][O:1][CH2:2][CH:3]2[CH2:5][O:4]2)[CH:14]=[CH:13][CH:12]=[CH:11][CH:10]=1. The catalyst class is: 3.